This data is from Full USPTO retrosynthesis dataset with 1.9M reactions from patents (1976-2016). The task is: Predict the reactants needed to synthesize the given product. Given the product [Cl:10][C:4]1[CH:3]=[C:2]([NH:1][C:11](=[O:13])[CH3:12])[CH:9]=[CH:8][C:5]=1[CH:6]=[O:7], predict the reactants needed to synthesize it. The reactants are: [NH2:1][C:2]1[CH:9]=[CH:8][C:5]([CH:6]=[O:7])=[C:4]([Cl:10])[CH:3]=1.[C:11](Cl)(=[O:13])[CH3:12].